Predict the product of the given reaction. From a dataset of Forward reaction prediction with 1.9M reactions from USPTO patents (1976-2016). (1) The product is: [CH2:15]([N:14]([CH2:19][CH:20]([CH3:22])[CH3:21])[C:12](=[O:13])[C:11]([CH3:24])([C:4]1[CH:5]=[CH:6][C:7]([N+:8]([O-:10])=[O:9])=[C:2]([NH:34][CH2:33][CH2:32][CH2:31][N:25]2[CH2:30][CH2:29][CH2:28][CH2:27][CH2:26]2)[CH:3]=1)[CH3:23])[CH:16]([CH3:18])[CH3:17]. Given the reactants Cl[C:2]1[CH:3]=[C:4]([C:11]([CH3:24])([CH3:23])[C:12]([N:14]([CH2:19][CH:20]([CH3:22])[CH3:21])[CH2:15][CH:16]([CH3:18])[CH3:17])=[O:13])[CH:5]=[CH:6][C:7]=1[N+:8]([O-:10])=[O:9].[N:25]1([CH2:31][CH2:32][CH2:33][NH2:34])[CH2:30][CH2:29][CH2:28][CH2:27][CH2:26]1.C(=O)([O-])[O-].[K+].[K+].O, predict the reaction product. (2) Given the reactants C(N(CC)C([N:6]1[C:14]2[C:9](=[CH:10][C:11]([O:15][CH3:16])=[CH:12][CH:13]=2)[CH:8]=[C:7]1[C:17](=[O:28])[C:18]([C:21]1[CH:26]=[CH:25][C:24]([Cl:27])=[CH:23][CH:22]=1)([CH3:20])[CH3:19])=O)C.CCCC[N+](CCCC)(CCCC)CCCC.[F-].CC([O-])(C)C.[K+].[Cl-].[NH4+], predict the reaction product. The product is: [Cl:27][C:24]1[CH:23]=[CH:22][C:21]([C:18]([CH3:20])([CH3:19])[C:17]([C:7]2[NH:6][C:14]3[C:9]([CH:8]=2)=[CH:10][C:11]([O:15][CH3:16])=[CH:12][CH:13]=3)=[O:28])=[CH:26][CH:25]=1.